From a dataset of Full USPTO retrosynthesis dataset with 1.9M reactions from patents (1976-2016). Predict the reactants needed to synthesize the given product. (1) The reactants are: Cl.[NH2:2][C@H:3]([C:12]1[C:17]([C:18]2[CH:19]=[CH:20][C:21]([F:27])=[C:22]([CH:26]=2)[C:23]([NH2:25])=[O:24])=[CH:16][CH:15]=[CH:14][N:13]=1)[CH2:4][C:5]1[CH:10]=[CH:9][CH:8]=[C:7]([F:11])[CH:6]=1.[F:28][C:29]([F:44])([F:43])[C:30]1[C:38]2[CH2:37][CH2:36][CH2:35][CH2:34][C:33]=2[N:32]([CH2:39][C:40](O)=[O:41])[N:31]=1. Given the product [F:27][C:21]1[CH:20]=[CH:19][C:18]([C:17]2[C:12]([C@@H:3]([NH:2][C:40](=[O:41])[CH2:39][N:32]3[C:33]4[CH2:34][CH2:35][CH2:36][CH2:37][C:38]=4[C:30]([C:29]([F:43])([F:28])[F:44])=[N:31]3)[CH2:4][C:5]3[CH:10]=[CH:9][CH:8]=[C:7]([F:11])[CH:6]=3)=[N:13][CH:14]=[CH:15][CH:16]=2)=[CH:26][C:22]=1[C:23]([NH2:25])=[O:24], predict the reactants needed to synthesize it. (2) Given the product [C:1]1([S:11]([C:12]2[C:20]3[C:15](=[CH:16][CH:17]=[C:18]([NH2:21])[CH:19]=3)[NH:14][N:13]=2)(=[O:29])=[O:36])[C:10]2[C:5](=[CH:6][CH:7]=[CH:8][CH:9]=2)[CH:4]=[CH:3][CH:2]=1, predict the reactants needed to synthesize it. The reactants are: [C:1]1([S:11][C:12]2[C:20]3[C:15](=[CH:16][CH:17]=[C:18]([N+:21]([O-])=O)[CH:19]=3)[NH:14][N:13]=2)[C:10]2[C:5](=[CH:6][CH:7]=[CH:8][CH:9]=2)[CH:4]=[CH:3][CH:2]=1.ClC1C=C(C=CC=1)C(OO)=[O:29].[Sn].[OH-:36].[Na+]. (3) The reactants are: Br[C:2]1[CH:7]=[C:6]([Br:8])[CH:5]=[C:4]([Br:9])[CH:3]=1.C([Li])CCC.[F:15][C:16]([F:24])([F:23])[C:17]([C:19]([F:22])([F:21])[F:20])=[O:18].Cl. Given the product [F:15][C:16]([F:24])([F:23])[C:17]([C:2]1[CH:7]=[C:6]([Br:8])[CH:5]=[C:4]([Br:9])[CH:3]=1)([OH:18])[C:19]([F:22])([F:21])[F:20], predict the reactants needed to synthesize it. (4) Given the product [N:7]1[C:8]2[C:9](=[CH:10][N:11]=[CH:12][CH:13]=2)[CH:15]=[CH:18][CH:6]=1, predict the reactants needed to synthesize it. The reactants are: C(O[C:6](=O)[NH:7][C:8]1[CH:13]=[CH:12][N:11]=[C:10](Cl)[C:9]=1[CH:15]=O)(C)(C)C.[CH3:18][O-].[Na+]. (5) Given the product [Br:1][C:2]1[CH:3]=[C:4]2[C:8](=[C:9]([C:11]([NH2:25])=[O:12])[CH:10]=1)[NH:7][CH:6]=[C:5]2[CH2:14][CH:15]1[CH2:20][CH2:19][S:18](=[O:22])(=[O:21])[CH2:17][CH2:16]1, predict the reactants needed to synthesize it. The reactants are: [Br:1][C:2]1[CH:3]=[C:4]2[C:8](=[C:9]([C:11](O)=[O:12])[CH:10]=1)[NH:7][CH:6]=[C:5]2[CH2:14][CH:15]1[CH2:20][CH2:19][S:18](=[O:22])(=[O:21])[CH2:17][CH2:16]1.CC[N:25](CC)CC.CN(C(ON1N=NC2C=CC=CC1=2)=[N+](C)C)C.[B-](F)(F)(F)F.N.CO.